Dataset: Reaction yield outcomes from USPTO patents with 853,638 reactions. Task: Predict the reaction yield, written as a fraction of the theoretical maximum amount of product (1.0 means a 100% yield; for example, 0.34 means a 34% yield). The reactants are [N:1]1([C:6]2[C:11]([CH2:12][NH2:13])=[CH:10][CH:9]=[C:8]([C:14]([F:17])([F:16])[F:15])[N:7]=2)[CH2:5][CH2:4][CH2:3][CH2:2]1.C1N=CN([C:23]([N:25]2C=N[CH:27]=[CH:26]2)=[O:24])C=1.NC1C2[O:37][CH2:38][C:39](=[O:41])[NH:40][C:35]=2[CH:34]=[CH:33][CH:32]=1. The catalyst is C1COCC1.CN(C=O)C. The product is [O:41]=[C:39]1[NH:40][C:35]2[CH:34]=[CH:33][CH:32]=[C:26]([NH:25][C:23]([NH:13][CH2:12][C:11]3[C:6]([N:1]4[CH2:5][CH2:4][CH2:3][CH2:2]4)=[N:7][C:8]([C:14]([F:17])([F:15])[F:16])=[CH:9][CH:10]=3)=[O:24])[C:27]=2[O:37][CH2:38]1. The yield is 0.240.